Dataset: Full USPTO retrosynthesis dataset with 1.9M reactions from patents (1976-2016). Task: Predict the reactants needed to synthesize the given product. (1) Given the product [CH2:15]([O:14][CH:11]1[CH2:12][CH2:13][NH:8][CH2:9][CH2:10]1)[CH3:16], predict the reactants needed to synthesize it. The reactants are: C(OC([N:8]1[CH2:13][CH2:12][CH:11]([O:14][CH2:15][CH3:16])[CH2:10][CH2:9]1)=O)(C)(C)C.FC(F)(F)C(O)=O. (2) Given the product [I:1][C:2]1[CH:10]=[CH:9][C:5]([C:6]([N:19]2[C:20]3[CH:26]=[CH:25][CH:24]=[CH:23][C:21]=3[CH2:22][N:16]3[CH:15]=[CH:14][CH:13]=[C:17]3[CH2:18]2)=[O:8])=[C:4]([O:11][CH3:12])[CH:3]=1, predict the reactants needed to synthesize it. The reactants are: [I:1][C:2]1[CH:10]=[CH:9][C:5]([C:6]([OH:8])=O)=[C:4]([O:11][CH3:12])[CH:3]=1.[CH:13]1[CH:14]=[CH:15][N:16]2[CH2:22][C:21]3[CH:23]=[CH:24][CH:25]=[CH:26][C:20]=3[NH:19][CH2:18][C:17]=12.C(N(CC)C(C)C)(C)C. (3) The reactants are: [Br:1][C:2]1[CH:3]=[C:4]([CH3:11])[C:5]([F:10])=[C:6]([CH:9]=1)[CH:7]=O.CC([O-])=O.[Na+].Cl.[NH2:18][OH:19]. Given the product [Br:1][C:2]1[CH:3]=[C:4]([CH3:11])[C:5]([F:10])=[C:6]([CH:9]=1)/[CH:7]=[N:18]/[OH:19], predict the reactants needed to synthesize it. (4) Given the product [F:28][C:8]1[CH:9]=[C:10]2[C:5](=[N:6][CH:7]=1)[CH2:4][CH2:3][CH2:2][NH:1][C:25](=[O:27])[C:24]1=[C:18]3[N:17]=[C:16]([CH:21]=[CH:20][N:19]3[N:22]=[CH:23]1)[N:12]1[C@@H:11]2[CH2:15][CH2:14][CH2:13]1, predict the reactants needed to synthesize it. The reactants are: [NH2:1][CH2:2][CH2:3][CH2:4][C:5]1[C:10]([C@H:11]2[CH2:15][CH2:14][CH2:13][N:12]2[C:16]2[CH:21]=[CH:20][N:19]3[N:22]=[CH:23][C:24]([C:25]([OH:27])=O)=[C:18]3[N:17]=2)=[CH:9][C:8]([F:28])=[CH:7][N:6]=1.CN(C(ON1N=NC2C=CC=NC1=2)=[N+](C)C)C.F[P-](F)(F)(F)(F)F.C(N(C(C)C)C(C)C)C. (5) Given the product [F:33][C:34]1[C:39]([F:40])=[CH:38][CH:37]=[CH:36][C:35]=1[NH:41][C:22]1[CH:21]=[C:20]([C:18]2[N:19]=[C:14]([N:11]3[CH2:12][CH2:13][NH:8][CH2:9][CH2:10]3)[C:15]3[C:30]([O:31][CH3:32])=[CH:29][N:28]=[CH:27][C:16]=3[N:17]=2)[CH:25]=[CH:24][N:23]=1, predict the reactants needed to synthesize it. The reactants are: C(OC([N:8]1[CH2:13][CH2:12][N:11]([C:14]2[C:15]3[C:30]([O:31][CH3:32])=[CH:29][N:28]=[CH:27][C:16]=3[N:17]=[C:18]([C:20]3[CH:25]=[CH:24][N:23]=[C:22](Cl)[CH:21]=3)[N:19]=2)[CH2:10][CH2:9]1)=O)(C)(C)C.[F:33][C:34]1[C:39]([F:40])=[CH:38][CH:37]=[CH:36][C:35]=1[NH2:41]. (6) Given the product [F:1][C:2]1[CH:3]=[C:4]([CH2:10][CH2:11][CH:12]2[NH:14][CH2:15][CH2:16][CH2:17][C:18]3[N:19]([CH2:24][CH3:25])[N:20]=[C:21]([CH3:23])[C:22]2=3)[CH:5]=[C:6]([F:9])[C:7]=1[CH3:8], predict the reactants needed to synthesize it. The reactants are: [F:1][C:2]1[CH:3]=[C:4]([CH2:10][CH2:11][C:12]([NH:14][CH2:15][CH2:16][CH2:17][C:18]2[N:19]([CH2:24][CH3:25])[N:20]=[C:21]([CH3:23])[CH:22]=2)=O)[CH:5]=[C:6]([F:9])[C:7]=1[CH3:8].P(Cl)(Cl)(Cl)=O.[BH4-].[Na+]. (7) Given the product [CH2:22]1[N:18]([CH:17]([C:3]2[CH:4]=[CH:5][NH:1][N:2]=2)[C:16]#[N:21])[CH2:19][CH2:20][N:13]2[CH2:12][CH2:25][CH2:24][C@H:23]12, predict the reactants needed to synthesize it. The reactants are: [NH:1]1[CH:5]=[C:4](C=O)[CH:3]=[N:2]1.C[Si]([C:12]#[N:13])(C)C.Cl.Cl.[CH2:16]1[NH:21][CH2:20][CH2:19][N:18]2[CH2:22][CH2:23][CH2:24][C@H:17]12.[C:25]([O-])([O-])=O.[K+].[K+].